This data is from Catalyst prediction with 721,799 reactions and 888 catalyst types from USPTO. The task is: Predict which catalyst facilitates the given reaction. (1) Reactant: [H-].[Na+].[Cl:3][C:4]1[CH:9]=[CH:8][C:7]([C:10]2[N:11]=[C:12]([NH:15][C:16]([CH:18]3[CH2:20][CH2:19]3)=[O:17])[S:13][CH:14]=2)=[CH:6][CH:5]=1.[CH2:21](I)[CH3:22]. Product: [Cl:3][C:4]1[CH:5]=[CH:6][C:7]([C:10]2[N:11]=[C:12]([N:15]([CH2:21][CH3:22])[C:16]([CH:18]3[CH2:19][CH2:20]3)=[O:17])[S:13][CH:14]=2)=[CH:8][CH:9]=1. The catalyst class is: 3. (2) Reactant: N[C@@H:2]([CH2:20][C:21]1C=CC=CC=1)[C:3](NCCC1C=C(Cl)C=CC=1N1C=NN=N1)=[O:4].[Cl:27][C:28]1[CH:29]=[CH:30][C:31]([N:37]2[CH:41]=[N:40][N:39]=[N:38]2)=[C:32]([CH2:34][CH2:35][NH2:36])[CH:33]=1.C(O[C:47]([NH:49][C@@H:50]([CH2:54][C:55]1[CH:60]=[CH:59][CH:58]=[CH:57][CH:56]=1)[C:51]([OH:53])=O)=[O:48])(C)(C)C.C(Cl)CCl.C1C=CC2N([OH:74])N=NC=2C=1.CCN([CH:81]([CH3:83])[CH3:82])C(C)C. Product: [Cl:27][C:28]1[CH:29]=[CH:30][C:31]([N:37]2[CH:41]=[N:40][N:39]=[N:38]2)=[C:32]([CH:33]=1)[CH2:34][CH2:35][NH:36][C:51](=[O:53])[C@@H:50]([NH:49][C:47]([C:82]1[CH:81]=[CH:83][C:2]([C:3]([OH:74])=[O:4])=[CH:20][CH:21]=1)=[O:48])[CH2:54][C:55]1[CH:56]=[CH:57][CH:58]=[CH:59][CH:60]=1. The catalyst class is: 3. (3) Reactant: C([O:4][CH2:5][CH2:6][C:7]1[CH:12]=[CH:11][C:10]([N:13]2[C:18]([NH2:19])=[C:17]([C:20](=[O:29])[C:21]3[CH:26]=[CH:25][C:24]([F:27])=[CH:23][C:22]=3[F:28])[CH:16]=[CH:15][C:14]2=[O:30])=[CH:9][CH:8]=1)(=O)C. Product: [NH2:19][C:18]1[N:13]([C:10]2[CH:11]=[CH:12][C:7]([CH2:6][CH2:5][OH:4])=[CH:8][CH:9]=2)[C:14](=[O:30])[CH:15]=[CH:16][C:17]=1[C:20](=[O:29])[C:21]1[CH:26]=[CH:25][C:24]([F:27])=[CH:23][C:22]=1[F:28]. The catalyst class is: 33. (4) Reactant: Cl[CH2:2][C:3]1[N:4]=[C:5]([C:8]2[CH:13]=[CH:12][CH:11]=[CH:10][CH:9]=2)[S:6][CH:7]=1.Cl.Cl.[CH3:16][O:17][C:18]1[C:19]([N:24]2[CH2:30][CH2:29][CH2:28][NH:27][CH2:26][CH2:25]2)=[N:20][CH:21]=[CH:22][CH:23]=1.C(=O)([O-])[O-].[Cs+].[Cs+]. Product: [CH3:16][O:17][C:18]1[C:19]([N:24]2[CH2:30][CH2:29][CH2:28][N:27]([CH2:2][C:3]3[N:4]=[C:5]([C:8]4[CH:13]=[CH:12][CH:11]=[CH:10][CH:9]=4)[S:6][CH:7]=3)[CH2:26][CH2:25]2)=[N:20][CH:21]=[CH:22][CH:23]=1. The catalyst class is: 31.